From a dataset of Reaction yield outcomes from USPTO patents with 853,638 reactions. Predict the reaction yield, written as a fraction of the theoretical maximum amount of product (1.0 means a 100% yield; for example, 0.34 means a 34% yield). (1) The reactants are [CH2:1]([O:8][N:9]1[C:15](=[O:16])[N:14]2[CH2:17][C@H:10]1[CH2:11][CH2:12][C@H:13]2[C:18]([OH:20])=O)[C:2]1[CH:7]=[CH:6][CH:5]=[CH:4][CH:3]=1.[NH:21]([C:23]([C@H:25]1[CH2:30][CH2:29][CH2:28][CH2:27][N:26]1[C:31]([O:33][C:34]([CH3:37])([CH3:36])[CH3:35])=[O:32])=[O:24])[NH2:22].[H][H]. No catalyst specified. The product is [CH2:1]([O:8][N:9]1[C:15](=[O:16])[N:14]2[CH2:17][C@H:10]1[CH2:11][CH2:12][C@H:13]2[C:18]([NH:22][NH:21][C:23]([C@H:25]1[CH2:30][CH2:29][CH2:28][CH2:27][N:26]1[C:31]([O:33][C:34]([CH3:37])([CH3:36])[CH3:35])=[O:32])=[O:24])=[O:20])[C:2]1[CH:3]=[CH:4][CH:5]=[CH:6][CH:7]=1. The yield is 0.920. (2) The reactants are [C:1]([O:5][C:6](=[O:19])[CH2:7][S:8]([C:11]1[CH:16]=[CH:15][C:14]([O:17][CH3:18])=[CH:13][CH:12]=1)(=[O:10])=[O:9])([CH3:4])([CH3:3])[CH3:2].Br[CH2:21][C:22]#[C:23][CH3:24]. No catalyst specified. The product is [C:1]([O:5][C:6](=[O:19])[C:7]([S:8]([C:11]1[CH:12]=[CH:13][C:14]([O:17][CH3:18])=[CH:15][CH:16]=1)(=[O:9])=[O:10])([CH2:16][C:11]#[C:12][CH3:13])[CH2:21][C:22]#[C:23][CH3:24])([CH3:4])([CH3:3])[CH3:2]. The yield is 0.900. (3) The reactants are [CH3:1][C:2]([C:4]1[C:9]([OH:10])=[C:8]([O:11][CH3:12])[C:7]2[O:13][CH:14]=[CH:15][C:6]=2[C:5]=1[O:16][CH3:17])=[O:3].C([O-])([O-])=O.[K+].[K+].[Br:24][CH2:25][CH2:26]Br. No catalyst specified. The product is [C:2]([C:4]1[C:9]([O:10][CH2:26][CH2:25][Br:24])=[C:8]([O:11][CH3:12])[C:7]2[O:13][CH:14]=[CH:15][C:6]=2[C:5]=1[O:16][CH3:17])(=[O:3])[CH3:1]. The yield is 0.830.